Dataset: Full USPTO retrosynthesis dataset with 1.9M reactions from patents (1976-2016). Task: Predict the reactants needed to synthesize the given product. (1) Given the product [N+:1]([C:4]1[CH:12]=[CH:11][CH:10]=[CH:9][C:5]=1[C:6]([O:8][C:19]([CH3:22])([CH3:21])[CH3:20])=[O:7])([O-:3])=[O:2], predict the reactants needed to synthesize it. The reactants are: [N+:1]([C:4]1[CH:12]=[CH:11][CH:10]=[CH:9][C:5]=1[C:6]([OH:8])=[O:7])([O-:3])=[O:2].S([O-])([O-])(=O)=O.[Mg+2].[C:19](O)([CH3:22])([CH3:21])[CH3:20].S(=O)(=O)(O)O. (2) Given the product [NH2:21][CH2:20][CH2:19][N:18]1[C:17]2[CH:29]=[CH:30][CH:31]=[CH:32][C:16]=2[N:15]=[C:14]1[CH2:13][N:2]([CH3:1])[CH:3]1[C:12]2[N:11]=[CH:10][CH:9]=[CH:8][C:7]=2[CH2:6][CH2:5][CH2:4]1, predict the reactants needed to synthesize it. The reactants are: [CH3:1][N:2]([CH2:13][C:14]1[N:18]([CH2:19][CH2:20][NH:21]C(=O)OC(C)(C)C)[C:17]2[CH:29]=[CH:30][CH:31]=[CH:32][C:16]=2[N:15]=1)[CH:3]1[C:12]2[N:11]=[CH:10][CH:9]=[CH:8][C:7]=2[CH2:6][CH2:5][CH2:4]1.Cl.O1CCOCC1. (3) Given the product [CH3:32][O:31][C:18]1[CH:19]=[C:20]([CH:26]=[C:27]([N+:28]([O-:30])=[O:29])[C:17]=1[O:1][S:2]([C:5]([F:8])([F:7])[F:6])(=[O:4])=[O:3])[C:21]([O:23][CH2:24][CH3:25])=[O:22], predict the reactants needed to synthesize it. The reactants are: [O:1](S(C(F)(F)F)(=O)=O)[S:2]([C:5]([F:8])([F:7])[F:6])(=[O:4])=[O:3].O[C:17]1[C:27]([N+:28]([O-:30])=[O:29])=[CH:26][C:20]([C:21]([O:23][CH2:24][CH3:25])=[O:22])=[CH:19][C:18]=1[O:31][CH3:32].N1C=CC=CC=1. (4) Given the product [C:28]([C:23]1[CH:24]=[CH:25][CH:26]=[CH:27][C:22]=1[C:19]1[CH:20]=[CH:21][C:16]([CH2:15][CH:3]([C:2](=[O:1])[CH2:8][CH2:9][CH2:10][CH3:11])[C:4]([O:6][CH3:7])=[O:5])=[C:17]([F:30])[CH:18]=1)#[N:29], predict the reactants needed to synthesize it. The reactants are: [O:1]=[C:2]([CH2:8][CH2:9][CH2:10][CH3:11])[CH2:3][C:4]([O:6][CH3:7])=[O:5].[H-].[Na+].Br[CH2:15][C:16]1[CH:21]=[CH:20][C:19]([C:22]2[C:23]([C:28]#[N:29])=[CH:24][CH:25]=[CH:26][CH:27]=2)=[CH:18][C:17]=1[F:30].[Cl-].[NH4+]. (5) Given the product [Cl:16][C:17]1[CH:18]=[C:19]([S:24]([NH:1][C:2]2[CH:7]=[CH:6][N:5]=[CH:4][N:3]=2)(=[O:25])=[O:26])[CH:20]=[CH:21][C:22]=1[F:23], predict the reactants needed to synthesize it. The reactants are: [NH2:1][C:2]1[CH:7]=[CH:6][N:5]=[CH:4][N:3]=1.C1N2CCN(CC2)C1.[Cl:16][C:17]1[CH:18]=[C:19]([S:24](Cl)(=[O:26])=[O:25])[CH:20]=[CH:21][C:22]=1[F:23]. (6) Given the product [CH2:33]([N:21]([C:9]1[C:8]([O:7][CH2:1][CH2:2][CH2:3][CH2:4][CH2:5][CH3:6])=[CH:17][C:16]2[C:15]([CH3:19])([CH3:18])[CH2:14][CH:13]=[C:12]([CH3:20])[C:11]=2[CH:10]=1)[C:22]1[CH:23]=[CH:24][C:25]([C:26]([O:28][CH2:29][CH3:30])=[O:27])=[CH:31][CH:32]=1)[CH3:34], predict the reactants needed to synthesize it. The reactants are: [CH2:1]([O:7][C:8]1[C:9]([NH:21][C:22]2[CH:32]=[CH:31][C:25]([C:26]([O:28][CH2:29][CH3:30])=[O:27])=[CH:24][CH:23]=2)=[CH:10][C:11]2[C:12]([CH3:20])=[CH:13][CH2:14][C:15]([CH3:19])([CH3:18])[C:16]=2[CH:17]=1)[CH2:2][CH2:3][CH2:4][CH2:5][CH3:6].[CH:33](=O)[CH3:34]. (7) Given the product [CH2:25]([O:24][C:5]1[CH:4]=[CH:3][C:2]([NH:1][S:31]([CH2:28][CH2:29][CH3:30])(=[O:33])=[O:32])=[CH:7][C:6]=1[C:8]1[NH:13][C:12](=[O:14])[C:11]2=[C:15]([CH3:23])[N:16]=[C:17]([CH:18]3[CH2:22][CH2:21][CH2:20][CH2:19]3)[N:10]2[N:9]=1)[CH2:26][CH3:27], predict the reactants needed to synthesize it. The reactants are: [NH2:1][C:2]1[CH:3]=[CH:4][C:5]([O:24][CH2:25][CH2:26][CH3:27])=[C:6]([C:8]2[NH:13][C:12](=[O:14])[C:11]3=[C:15]([CH3:23])[N:16]=[C:17]([CH:18]4[CH2:22][CH2:21][CH2:20][CH2:19]4)[N:10]3[N:9]=2)[CH:7]=1.[CH2:28]([S:31](Cl)(=[O:33])=[O:32])[CH2:29][CH3:30].C(N(CC)CC)C. (8) Given the product [Cl:11][C:12]1[N:17]=[C:16]([NH:10][C@H:8]([C:5]2[CH:4]=[CH:3][C:2]([F:1])=[CH:7][N:6]=2)[CH3:9])[CH:15]=[CH:14][N:13]=1, predict the reactants needed to synthesize it. The reactants are: [F:1][C:2]1[CH:3]=[CH:4][C:5]([C@@H:8]([NH2:10])[CH3:9])=[N:6][CH:7]=1.[Cl:11][C:12]1[N:17]=[C:16](Cl)[CH:15]=[CH:14][N:13]=1.C(N(CC)CC)C. (9) Given the product [CH2:11]([O:13][C:14](=[O:28])[C:15]1[CH:20]=[CH:19][CH:18]=[C:17]([S:21]([C:24]2[C:4]([CH2:5][CH2:6][C:7]([OH:9])=[O:8])=[CH:3][NH:2][C:25]=2[CH3:26])(=[O:23])=[O:22])[CH:16]=1)[CH3:12], predict the reactants needed to synthesize it. The reactants are: Cl.[NH2:2][CH2:3][C:4](=O)[CH2:5][CH2:6][C:7]([OH:9])=[O:8].[CH2:11]([O:13][C:14](=[O:28])[C:15]1[CH:20]=[CH:19][CH:18]=[C:17]([S:21]([CH2:24][C:25](=O)[CH3:26])(=[O:23])=[O:22])[CH:16]=1)[CH3:12].C([O-])(=O)C.[Na+]. (10) Given the product [CH2:37]([C:18]1[N:17]=[C:16]([CH3:41])[N:15]([C:12]2[N:13]=[CH:14][C:9]([O:8][CH2:7][CH2:6][CH2:5][NH:4][C:48](=[O:50])[CH3:49])=[CH:10][N:11]=2)[C:20](=[O:21])[C:19]=1[CH2:22][C:23]1[CH:28]=[CH:27][C:26]([C:29]2[CH:34]=[CH:33][CH:32]=[CH:31][C:30]=2[C:35]#[N:36])=[CH:25][CH:24]=1)[CH2:38][CH2:39][CH3:40], predict the reactants needed to synthesize it. The reactants are: ClCCl.[NH2:4][CH2:5][CH2:6][CH2:7][O:8][C:9]1[CH:10]=[N:11][C:12]([N:15]2[C:20](=[O:21])[C:19]([CH2:22][C:23]3[CH:28]=[CH:27][C:26]([C:29]4[C:30]([C:35]#[N:36])=[CH:31][CH:32]=[CH:33][CH:34]=4)=[CH:25][CH:24]=3)=[C:18]([CH2:37][CH2:38][CH2:39][CH3:40])[N:17]=[C:16]2[CH3:41])=[N:13][CH:14]=1.N1C=CC=CC=1.[C:48](Cl)(=[O:50])[CH3:49].